Predict which catalyst facilitates the given reaction. From a dataset of Catalyst prediction with 721,799 reactions and 888 catalyst types from USPTO. (1) Reactant: [C:1]([C:3]1[CH:4]=[C:5]([CH2:10][C:11]([O:13]C(C)(C)C)=[O:12])[CH:6]=[CH:7][C:8]=1F)#[N:2].[Cl:18][C:19]1[CH:39]=[CH:38][C:22]([CH2:23][CH2:24][NH:25][C:26]([C:28]2[CH:37]=[CH:36][C:31]3[NH:32][C:33]([CH3:35])=[N:34][C:30]=3[CH:29]=2)=[O:27])=[CH:21][CH:20]=1.C(=O)([O-])[O-].[K+].[K+]. The catalyst class is: 16. Product: [Cl:18][C:19]1[CH:20]=[CH:21][C:22]([CH2:23][CH2:24][NH:25][C:26]([C:28]2[CH:37]=[CH:36][C:31]3[N:32]([C:8]4[CH:7]=[CH:6][C:5]([CH2:10][C:11]([OH:13])=[O:12])=[CH:4][C:3]=4[C:1]#[N:2])[C:33]([CH3:35])=[N:34][C:30]=3[CH:29]=2)=[O:27])=[CH:38][CH:39]=1.[Cl:18][C:19]1[CH:20]=[CH:21][C:22]([CH2:23][CH2:24][NH:25][C:26]([C:28]2[CH:37]=[CH:36][C:31]3[N:32]=[C:33]([CH3:35])[N:34]([C:8]4[CH:7]=[CH:6][C:5]([CH2:10][C:11]([OH:13])=[O:12])=[CH:4][C:3]=4[C:1]#[N:2])[C:30]=3[CH:29]=2)=[O:27])=[CH:38][CH:39]=1. (2) Reactant: [CH:1]([N:14]1[CH2:17][CH:16]([O:18][C:19]2[C:31]([CH:32]3[CH2:34][CH2:33]3)=[CH:30][C:22]([C:23]([O:25]C(C)(C)C)=[O:24])=[C:21]([F:35])[CH:20]=2)[CH2:15]1)([C:8]1[CH:13]=[CH:12][CH:11]=[CH:10][CH:9]=1)[C:2]1[CH:7]=[CH:6][CH:5]=[CH:4][CH:3]=1. Product: [CH:1]([N:14]1[CH2:15][CH:16]([O:18][C:19]2[C:31]([CH:32]3[CH2:33][CH2:34]3)=[CH:30][C:22]([C:23]([OH:25])=[O:24])=[C:21]([F:35])[CH:20]=2)[CH2:17]1)([C:8]1[CH:13]=[CH:12][CH:11]=[CH:10][CH:9]=1)[C:2]1[CH:3]=[CH:4][CH:5]=[CH:6][CH:7]=1. The catalyst class is: 557. (3) Product: [CH3:1][N:2]([CH2:4][C:5]1[C:13]2[O:12][N:11]=[C:10]([CH2:14][CH2:15][CH:16]3[CH2:17][CH2:18][NH:19][CH2:20][CH2:21]3)[C:9]=2[CH:8]=[CH:7][C:6]=1[O:29][CH2:30][CH2:31][CH3:32])[CH3:3]. The catalyst class is: 5. Reactant: [CH3:1][N:2]([CH2:4][C:5]1[C:13]2[O:12][N:11]=[C:10]([CH2:14][CH2:15][CH:16]3[CH2:21][CH2:20][N:19](C(OC(C)(C)C)=O)[CH2:18][CH2:17]3)[C:9]=2[CH:8]=[CH:7][C:6]=1[O:29][CH2:30][CH2:31][CH3:32])[CH3:3].Cl.C1(C)C=CC=CC=1. (4) Reactant: [OH-].[Na+].C[O:4][C:5](=[O:29])[CH2:6][C:7]1[C:15]2[C:10](=[N:11][CH:12]=[CH:13][C:14]=2[Cl:16])[N:9]([CH2:17][C:18]2[CH:23]=[CH:22][C:21]([S:24]([CH3:27])(=[O:26])=[O:25])=[CH:20][CH:19]=2)[C:8]=1[CH3:28]. Product: [Cl:16][C:14]1[CH:13]=[CH:12][N:11]=[C:10]2[N:9]([CH2:17][C:18]3[CH:23]=[CH:22][C:21]([S:24]([CH3:27])(=[O:26])=[O:25])=[CH:20][CH:19]=3)[C:8]([CH3:28])=[C:7]([CH2:6][C:5]([OH:29])=[O:4])[C:15]=12. The catalyst class is: 36. (5) Reactant: Br[C:2]1[C:10]2[C:5](=[CH:6][CH:7]=[C:8]([C:11]([O:13][CH2:14][CH3:15])=[O:12])[CH:9]=2)[N:4]([C:16]([C:29]2[CH:34]=[CH:33][CH:32]=[CH:31][CH:30]=2)([C:23]2[CH:28]=[CH:27][CH:26]=[CH:25][CH:24]=2)[C:17]2[CH:22]=[CH:21][CH:20]=[CH:19][CH:18]=2)[N:3]=1.[CH3:35][C:36]1[CH:41]=[C:40](B(O)O)[CH:39]=[CH:38][N:37]=1. Product: [CH3:35][C:36]1[CH:41]=[C:40]([C:2]2[NH:3][N:4]([C:16]([C:29]3[CH:34]=[CH:33][CH:32]=[CH:31][CH:30]=3)([C:23]3[CH:28]=[CH:27][CH:26]=[CH:25][CH:24]=3)[C:17]3[CH:22]=[CH:21][CH:20]=[CH:19][CH:18]=3)[C:5]3[C:10]=2[CH2:9][C:8]([C:11]([O:13][CH2:14][CH3:15])=[O:12])=[CH:7][CH:6]=3)[CH:39]=[CH:38][N:37]=1. The catalyst class is: 73. (6) The catalyst class is: 3. Product: [NH2:21][C:13]1[C:12]2[N:22]=[C:9]([CH2:8][NH:7][C:4]([CH:1]3[CH2:3][CH2:2]3)=[O:5])[N:10]([CH2:23][CH:24]([CH3:26])[CH3:25])[C:11]=2[C:20]2[CH:19]=[CH:18][CH:17]=[CH:16][C:15]=2[N:14]=1. Reactant: [CH:1]1([C:4](Cl)=[O:5])[CH2:3][CH2:2]1.[NH2:7][CH2:8][C:9]1[N:10]([CH2:23][CH:24]([CH3:26])[CH3:25])[C:11]2[C:20]3[CH:19]=[CH:18][CH:17]=[CH:16][C:15]=3[N:14]=[C:13]([NH2:21])[C:12]=2[N:22]=1.C(N(CC)CC)C.